Dataset: Full USPTO retrosynthesis dataset with 1.9M reactions from patents (1976-2016). Task: Predict the reactants needed to synthesize the given product. (1) Given the product [ClH:23].[O:20]1[CH2:21][CH2:22][CH:17]([C:13]2[CH:14]=[C:15]3[C:10](=[CH:11][CH:12]=2)[CH2:9][NH:8][CH2:16]3)[CH2:18][CH2:19]1, predict the reactants needed to synthesize it. The reactants are: C(OC([N:8]1[CH2:16][C:15]2[C:10](=[CH:11][CH:12]=[C:13]([CH:17]3[CH2:22][CH2:21][O:20][CH2:19][CH2:18]3)[CH:14]=2)[CH2:9]1)=O)(C)(C)C.[ClH:23]. (2) Given the product [NH2:17][C:18]1[CH:23]=[CH:22][C:21]([C:2]2[C:10]3[C:5](=[CH:6][N:7]=[CH:8][CH:9]=3)[NH:4][C:3]=2[C:11]([O:13][CH2:14][CH3:15])=[O:12])=[CH:20][CH:19]=1, predict the reactants needed to synthesize it. The reactants are: Br[C:2]1[C:10]2[C:5](=[CH:6][N:7]=[CH:8][CH:9]=2)[NH:4][C:3]=1[C:11]([O:13][CH2:14][CH3:15])=[O:12].Cl.[NH2:17][C:18]1[CH:23]=[CH:22][C:21](B(O)O)=[CH:20][CH:19]=1.[F-].[K+].C. (3) Given the product [NH2:33][CH2:34][CH2:35][CH2:36][NH:37][C:13]1[N:14]=[C:9]([NH:8][C:3]2[CH:4]=[CH:5][CH:6]=[CH:7][C:2]=2[CH3:1])[C:10]2[C:20](=[O:21])[NH:19][CH:18]=[CH:17][C:11]=2[N:12]=1, predict the reactants needed to synthesize it. The reactants are: [CH3:1][C:2]1[CH:7]=[CH:6][CH:5]=[CH:4][C:3]=1[NH:8][C:9]1[C:10]2[C:20](=[O:21])[NH:19][CH:18]=[CH:17][C:11]=2[N:12]=[C:13](SC)[N:14]=1.C1C=C(Cl)C=C(C(OO)=O)C=1.[NH2:33][CH2:34][CH2:35][CH2:36][NH:37]C(=O)OC(C)(C)C.C(O)(C(F)(F)F)=O. (4) Given the product [N:3]1[C:4]2[CH:13]=[N:12][CH:11]=[N:34][C:5]=2[S:1][N:2]=1, predict the reactants needed to synthesize it. The reactants are: [S:1]1[CH:5]=[CH:4][N:3]=[N:2]1.ClC1C=CC([CH2:11][NH:12][C:13](C(C(OCC)=O)C(OCC)=O)=O)=CC=1.ClC1C=CC(C[NH2:34])=CC=1.C(C(OCC)=O)(C(OCC)=O)C(OCC)=O. (5) Given the product [CH3:1][C:2]1[N:3]=[C:4]([NH:7][C:8]([C:10]2[C:15]([NH:21][C:20]3[CH:22]=[CH:23][CH:24]=[C:18]([F:17])[CH:19]=3)=[N:14][CH:13]=[CH:12][N:11]=2)=[O:9])[S:5][CH:6]=1, predict the reactants needed to synthesize it. The reactants are: [CH3:1][C:2]1[N:3]=[C:4]([NH:7][C:8]([C:10]2[C:15](Br)=[N:14][CH:13]=[CH:12][N:11]=2)=[O:9])[S:5][CH:6]=1.[F:17][C:18]1[CH:19]=[C:20]([CH:22]=[CH:23][CH:24]=1)[NH2:21]. (6) Given the product [CH3:9][O:1][C:2]1[CH:3]=[N:4][C:5]([CH3:8])=[CH:6][CH:7]=1, predict the reactants needed to synthesize it. The reactants are: [OH:1][C:2]1[CH:3]=[N:4][C:5]([CH3:8])=[CH:6][CH:7]=1.[CH3:9][O-].[Na+].